From a dataset of Forward reaction prediction with 1.9M reactions from USPTO patents (1976-2016). Predict the product of the given reaction. (1) Given the reactants [CH:1]1([NH2:6])[CH2:5][CH2:4][CH2:3][CH2:2]1.[CH3:7][C:8]1[O:12][N:11]=[C:10]([C:13]2[CH:18]=[CH:17][CH:16]=[CH:15][CH:14]=2)[C:9]=1[C:19]1[N:20]=[CH:21][N:22]([C:24]2[CH:25]=[C:26]([CH:30]=[CH:31][CH:32]=2)[C:27](O)=[O:28])[CH:23]=1, predict the reaction product. The product is: [CH:1]1([NH:6][C:27](=[O:28])[C:26]2[CH:30]=[CH:31][CH:32]=[C:24]([N:22]3[CH:23]=[C:19]([C:9]4[C:10]([C:13]5[CH:18]=[CH:17][CH:16]=[CH:15][CH:14]=5)=[N:11][O:12][C:8]=4[CH3:7])[N:20]=[CH:21]3)[CH:25]=2)[CH2:5][CH2:4][CH2:3][CH2:2]1. (2) Given the reactants [H-].[Al+3].[Li+].[H-].[H-].[H-].[O:7]1[C:12]2[CH:13]=[CH:14][C:15]([CH2:17][CH2:18][CH2:19][CH2:20][C:21](OCC)=[O:22])=[CH:16][C:11]=2[O:10][CH2:9][CH2:8]1.S([O-])([O-])(=O)=O.[Na+].[Na+].C(OCC)(=O)C, predict the reaction product. The product is: [O:7]1[C:12]2[CH:13]=[CH:14][C:15]([CH2:17][CH2:18][CH2:19][CH2:20][CH2:21][OH:22])=[CH:16][C:11]=2[O:10][CH2:9][CH2:8]1. (3) The product is: [CH:1]1([N:5]2[CH2:11][CH2:10][C:9]3[CH:12]=[CH:13][C:14]([NH2:16])=[CH:15][C:8]=3[CH2:7][CH2:6]2)[CH2:4][CH2:3][CH2:2]1. Given the reactants [CH:1]1([N:5]2[CH2:11][CH2:10][C:9]3[CH:12]=[CH:13][C:14]([N+:16]([O-])=O)=[CH:15][C:8]=3[CH2:7][CH2:6]2)[CH2:4][CH2:3][CH2:2]1, predict the reaction product. (4) Given the reactants [CH2:1]([C:8]1[CH:9]=[N:10][C:11]2[C:16]([C:17]=1[C:18]1[CH:19]=[C:20]([OH:24])[CH:21]=[CH:22][CH:23]=1)=[CH:15][CH:14]=[CH:13][C:12]=2[C:25]([F:28])([F:27])[F:26])[C:2]1[CH:7]=[CH:6][CH:5]=[CH:4][CH:3]=1.[F:29][C:30]1[CH:31]=[CH:32][C:33]([C:38]([F:41])([F:40])[F:39])=[C:34]([CH:37]=1)[CH2:35]Br, predict the reaction product. The product is: [CH2:1]([C:8]1[CH:9]=[N:10][C:11]2[C:16]([C:17]=1[C:18]1[CH:23]=[CH:22][CH:21]=[C:20]([O:24][CH2:35][C:34]3[CH:37]=[C:30]([F:29])[CH:31]=[CH:32][C:33]=3[C:38]([F:40])([F:39])[F:41])[CH:19]=1)=[CH:15][CH:14]=[CH:13][C:12]=2[C:25]([F:28])([F:26])[F:27])[C:2]1[CH:3]=[CH:4][CH:5]=[CH:6][CH:7]=1. (5) Given the reactants [CH2:1]([C@@:4]1([C:17]2[CH:22]=[CH:21][C:20]([F:23])=[CH:19][CH:18]=2)[O:9][C:8](=[O:10])[N:7]([C@H:11]2[CH2:16][CH2:15][CH2:14][NH:13][CH2:12]2)[CH2:6][CH2:5]1)[CH:2]=[CH2:3].CCN(CC)CC.[C:31](Cl)([O:33][CH2:34][C:35]1[CH:40]=[CH:39][CH:38]=[CH:37][CH:36]=1)=[O:32], predict the reaction product. The product is: [CH2:1]([C@@:4]1([C:17]2[CH:22]=[CH:21][C:20]([F:23])=[CH:19][CH:18]=2)[O:9][C:8](=[O:10])[N:7]([C@H:11]2[CH2:16][CH2:15][CH2:14][N:13]([C:31]([O:33][CH2:34][C:35]3[CH:40]=[CH:39][CH:38]=[CH:37][CH:36]=3)=[O:32])[CH2:12]2)[CH2:6][CH2:5]1)[CH:2]=[CH2:3]. (6) Given the reactants Br[C:2]1[CH:7]=[CH:6][C:5]([C:8]([N:10]2[CH2:15][CH2:14][N:13]([C:16]3[C:21]([CH3:22])=[CH:20][C:19]([CH3:23])=[CH:18][N:17]=3)[CH2:12][CH2:11]2)=[O:9])=[CH:4][C:3]=1[F:24].[CH2:25]([C@@H:27]1[CH2:31][O:30][C:29](=[O:32])[NH:28]1)[CH3:26], predict the reaction product. The product is: [CH3:22][C:21]1[C:16]([N:13]2[CH2:14][CH2:15][N:10]([C:8]([C:5]3[CH:6]=[CH:7][C:2]([N:28]4[C@H:27]([CH2:25][CH3:26])[CH2:31][O:30][C:29]4=[O:32])=[C:3]([F:24])[CH:4]=3)=[O:9])[CH2:11][CH2:12]2)=[N:17][CH:18]=[C:19]([CH3:23])[CH:20]=1. (7) The product is: [N+:17]([C:16]1[CH:15]=[C:14]2[C:10]([CH2:11][CH2:12][C:13]2=[O:20])=[CH:9][C:8]=1[NH:7][C:28](=[O:29])[CH2:27][CH2:26][CH:21]1[CH2:25][CH2:24][CH2:23][CH2:22]1)([O-:19])=[O:18]. Given the reactants N1C=CC=CC=1.[NH2:7][C:8]1[CH:9]=[C:10]2[C:14](=[CH:15][C:16]=1[N+:17]([O-:19])=[O:18])[C:13](=[O:20])[CH2:12][CH2:11]2.[CH:21]1([CH2:26][CH2:27][C:28](Cl)=[O:29])[CH2:25][CH2:24][CH2:23][CH2:22]1, predict the reaction product. (8) The product is: [Br:1][C:2]1[N:3]([C:21]([O:23][C:24]([CH3:27])([CH3:26])[CH3:25])=[O:22])[C:4]2[C:9]([C:10]=1[CH:11]1[CH2:16][CH2:15][CH2:14][CH2:13][CH2:12]1)=[CH:8][CH:7]=[C:6]([C:17]([O:19][CH3:20])=[O:18])[CH:5]=2. Given the reactants [Br:1][C:2]1[NH:3][C:4]2[C:9]([C:10]=1[CH:11]1[CH2:16][CH2:15][CH2:14][CH2:13][CH2:12]1)=[CH:8][CH:7]=[C:6]([C:17]([O:19][CH3:20])=[O:18])[CH:5]=2.[C:21](O[C:21]([O:23][C:24]([CH3:27])([CH3:26])[CH3:25])=[O:22])([O:23][C:24]([CH3:27])([CH3:26])[CH3:25])=[O:22], predict the reaction product. (9) Given the reactants Cl[C:2]1[CH:7]=[CH:6][NH:5][C:4](=[O:8])[C:3]=1[N+:9]([O-:11])=[O:10].[CH2:12]([NH2:19])[C:13]1[CH:18]=[CH:17][CH:16]=[CH:15][CH:14]=1.C(=O)([O-])[O-].[K+].[K+], predict the reaction product. The product is: [CH2:12]([NH:19][C:2]1[CH:7]=[CH:6][N:5]=[C:4]([OH:8])[C:3]=1[N+:9]([O-:11])=[O:10])[C:13]1[CH:18]=[CH:17][CH:16]=[CH:15][CH:14]=1. (10) Given the reactants [CH3:1][O:2][C:3]1[CH:4]=[C:5](B(O)O)[CH:6]=[CH:7][C:8]=1[O:9][CH3:10].Br[C:15]1[CH:16]=[C:17]([CH:19]=[CH:20][CH:21]=1)[NH2:18].C([O-])([O-])=O.[Na+].[Na+], predict the reaction product. The product is: [CH3:1][O:2][C:3]1[CH:4]=[C:5]([C:15]2[CH:21]=[CH:20][CH:19]=[C:17]([NH2:18])[CH:16]=2)[CH:6]=[CH:7][C:8]=1[O:9][CH3:10].